From a dataset of Reaction yield outcomes from USPTO patents with 853,638 reactions. Predict the reaction yield, written as a fraction of the theoretical maximum amount of product (1.0 means a 100% yield; for example, 0.34 means a 34% yield). The reactants are [CH2:1]([Sn](CCCC)(CCCC)CCCC)[CH:2]=[CH2:3].Br[C:18]1[C:19]([Cl:30])=[CH:20][N:21]=[C:22]2[C:27]=1[N:26]=[C:25]([O:28][CH3:29])[CH:24]=[CH:23]2.[Cl-].[Li+].C(OCC)(=O)C. The catalyst is CN(C)C=O.C1C=CC([P]([Pd]([P](C2C=CC=CC=2)(C2C=CC=CC=2)C2C=CC=CC=2)([P](C2C=CC=CC=2)(C2C=CC=CC=2)C2C=CC=CC=2)[P](C2C=CC=CC=2)(C2C=CC=CC=2)C2C=CC=CC=2)(C2C=CC=CC=2)C2C=CC=CC=2)=CC=1. The product is [CH2:3]([C:18]1[C:19]([Cl:30])=[CH:20][N:21]=[C:22]2[C:27]=1[N:26]=[C:25]([O:28][CH3:29])[CH:24]=[CH:23]2)[CH:2]=[CH2:1]. The yield is 0.580.